Predict the product of the given reaction. From a dataset of Forward reaction prediction with 1.9M reactions from USPTO patents (1976-2016). (1) The product is: [CH2:8]([O:7][C:3](=[O:10])[CH2:18][C:17]([C:13]1[S:14][CH:15]=[CH:16][C:12]=1[Br:11])=[O:19])[CH3:9]. Given the reactants [H-].[Na+].[C:3](=[O:10])([O:7][CH2:8][CH3:9])OCC.[Br:11][C:12]1[CH:16]=[CH:15][S:14][C:13]=1[C:17](=[O:19])[CH3:18].CC(O)=O, predict the reaction product. (2) Given the reactants [CH2:1]([O:8][C:9]([NH:11][C@@H:12]([CH3:26])[C:13]([NH:15][N:16]1[CH:20]=[CH:19][C:18]([Br:21])=[C:17]1[C:22]([O:24]C)=O)=[O:14])=[O:10])[C:2]1[CH:7]=[CH:6][CH:5]=[CH:4][CH:3]=1.[F:27][C:28]1[CH:29]=[C:30]([NH2:34])[CH:31]=[N:32][CH:33]=1, predict the reaction product. The product is: [Br:21][C:18]1[CH:19]=[CH:20][N:16]([NH:15][C:13](=[O:14])[C@@H:12]([NH:11][C:9](=[O:10])[O:8][CH2:1][C:2]2[CH:3]=[CH:4][CH:5]=[CH:6][CH:7]=2)[CH3:26])[C:17]=1[C:22](=[O:24])[NH:34][C:30]1[CH:31]=[N:32][CH:33]=[C:28]([F:27])[CH:29]=1. (3) Given the reactants [C:1]([C:3]1[CH:20]=[CH:19][C:6]([CH:7]=[C:8]([C:16](=O)[CH3:17])[C:9]([O:11][CH2:12][CH2:13][C:14]#[N:15])=[O:10])=[C:5]([O:21][CH3:22])[CH:4]=1)#[N:2].[NH2:23][C:24]1[CH:29]=[C:28]([CH3:30])[NH:27][C:26](=[O:31])[CH:25]=1, predict the reaction product. The product is: [C:1]([C:3]1[CH:20]=[CH:19][C:6]([CH:7]2[C:25]3[C:26](=[O:31])[NH:27][C:28]([CH3:30])=[CH:29][C:24]=3[NH:23][C:16]([CH3:17])=[C:8]2[C:9]([O:11][CH2:12][CH2:13][C:14]#[N:15])=[O:10])=[C:5]([O:21][CH3:22])[CH:4]=1)#[N:2]. (4) Given the reactants [F:1][C:2]([F:26])([F:25])[O:3][C:4]1[CH:9]=[CH:8][C:7]([C:10]2[CH:14]=[CH:13][N:12]([C:15]3[CH:16]=[C:17]([CH:22]=[CH:23][CH:24]=3)[C:18]([O:20]C)=[O:19])[N:11]=2)=[CH:6][CH:5]=1.[OH-].[Na+], predict the reaction product. The product is: [F:26][C:2]([F:1])([F:25])[O:3][C:4]1[CH:9]=[CH:8][C:7]([C:10]2[CH:14]=[CH:13][N:12]([C:15]3[CH:16]=[C:17]([CH:22]=[CH:23][CH:24]=3)[C:18]([OH:20])=[O:19])[N:11]=2)=[CH:6][CH:5]=1.